Predict the product of the given reaction. From a dataset of Forward reaction prediction with 1.9M reactions from USPTO patents (1976-2016). (1) Given the reactants I[C:2]1[CH:3]=[C:4]([CH:19]=[CH:20][CH:21]=1)[C:5]([NH:7][C:8]1[CH:13]=[CH:12][C:11]([O:14][C:15]([F:18])([F:17])[F:16])=[CH:10][CH:9]=1)=[O:6].[NH:22]1[CH:26]=[CH:25][N:24]=[CH:23]1.N1CCC[C@H]1C(O)=O.C([O-])([O-])=O.[K+].[K+], predict the reaction product. The product is: [N:22]1([C:2]2[CH:3]=[C:4]([CH:19]=[CH:20][CH:21]=2)[C:5]([NH:7][C:8]2[CH:13]=[CH:12][C:11]([O:14][C:15]([F:18])([F:17])[F:16])=[CH:10][CH:9]=2)=[O:6])[CH:26]=[CH:25][N:24]=[CH:23]1. (2) The product is: [F:20][C:14]1[CH:15]=[CH:16][C:17]([F:19])=[CH:18][C:13]=1[C:4]1[C:3]([CH3:21])=[C:2]([N:29]2[C:30]3[C:26](=[CH:25][CH:24]=[C:23]([I:22])[CH:31]=3)[C:27]([CH3:33])([CH3:32])[CH2:28]2)[C:11]2[C:6](=[CH:7][C:8]([F:12])=[CH:9][CH:10]=2)[N:5]=1. Given the reactants Cl[C:2]1[C:11]2[C:6](=[CH:7][C:8]([F:12])=[CH:9][CH:10]=2)[N:5]=[C:4]([C:13]2[CH:18]=[C:17]([F:19])[CH:16]=[CH:15][C:14]=2[F:20])[C:3]=1[CH3:21].[I:22][C:23]1[CH:31]=[C:30]2[C:26]([C:27]([CH3:33])([CH3:32])[CH2:28][NH:29]2)=[CH:25][CH:24]=1.Cl.O1CCOCC1, predict the reaction product. (3) The product is: [Br:45][CH2:17][C:9]1[CH:8]=[C:7]([N:6]2[C:2]([CH3:1])=[N:3][N:4]=[N:5]2)[CH:12]=[C:11]([C:13]([F:16])([F:15])[F:14])[CH:10]=1. Given the reactants [CH3:1][C:2]1[N:6]([C:7]2[CH:8]=[C:9]([CH2:17]O)[CH:10]=[C:11]([C:13]([F:16])([F:15])[F:14])[CH:12]=2)[N:5]=[N:4][N:3]=1.C1(P(C2C=CC=CC=2)C2C=CC=CC=2)C=CC=CC=1.C1C(=O)N([Br:45])C(=O)C1.O, predict the reaction product. (4) The product is: [C:25]([O:24][C:23]([NH:22][C:20]1[S:21][C:17]([C:15]#[C:16][C:2]#[C:3][C:4]2[CH:13]=[CH:12][C:7]([C:8]([O:10][CH3:11])=[O:9])=[CH:6][CH:5]=2)=[CH:18][N:19]=1)=[O:29])([CH3:28])([CH3:27])[CH3:26]. Given the reactants Br[C:2](Br)=[CH:3][C:4]1[CH:13]=[CH:12][C:7]([C:8]([O:10][CH3:11])=[O:9])=[CH:6][CH:5]=1.[C:15]([C:17]1[S:21][C:20]([NH:22][C:23](=[O:29])[O:24][C:25]([CH3:28])([CH3:27])[CH3:26])=[N:19][CH:18]=1)#[CH:16], predict the reaction product.